This data is from Full USPTO retrosynthesis dataset with 1.9M reactions from patents (1976-2016). The task is: Predict the reactants needed to synthesize the given product. The reactants are: [Cl:1][C:2]1[CH:7]=[CH:6][C:5]([CH2:8][O:9][CH3:10])=[N+:4]([O-])[C:3]=1[C:12]([O:14][CH3:15])=[O:13].P(Cl)(Cl)([Cl:18])=O. Given the product [Cl:1][C:2]1[C:3]([C:12]([O:14][CH3:15])=[O:13])=[N:4][C:5]([CH2:8][O:9][CH3:10])=[CH:6][C:7]=1[Cl:18], predict the reactants needed to synthesize it.